From a dataset of Reaction yield outcomes from USPTO patents with 853,638 reactions. Predict the reaction yield, written as a fraction of the theoretical maximum amount of product (1.0 means a 100% yield; for example, 0.34 means a 34% yield). (1) The reactants are C[O:2][C:3](=O)[C@@H:4]([NH:13][C:14]([C:16]1[CH:24]=[C:23]2[C:19]([CH:20]=[N:21][N:22]2[CH2:25][CH:26]([CH3:28])[CH3:27])=[CH:18][C:17]=1[O:29][C:30]1[CH:35]=[CH:34][C:33]([F:36])=[CH:32][C:31]=1[F:37])=[O:15])[CH2:5][CH2:6][N:7]([CH2:9][CH2:10][O:11][CH3:12])[CH3:8].[BH4-].[Na+]. The catalyst is C1COCC1.CO. The product is [OH:2][CH2:3][C@@H:4]([NH:13][C:14]([C:16]1[CH:24]=[C:23]2[C:19]([CH:20]=[N:21][N:22]2[CH2:25][CH:26]([CH3:28])[CH3:27])=[CH:18][C:17]=1[O:29][C:30]1[CH:35]=[CH:34][C:33]([F:36])=[CH:32][C:31]=1[F:37])=[O:15])[CH2:5][CH2:6][N:7]([CH2:9][CH2:10][O:11][CH3:12])[CH3:8]. The yield is 0.310. (2) The reactants are [NH2:1][C:2]1[S:3]/[C:4](=[CH:8]\[C:9]2[CH:14]=[C:13]([O:15][CH3:16])[C:12]([OH:17])=[C:11]([Cl:18])[CH:10]=2)/[C:5](=[O:7])[N:6]=1.Br[CH2:20][C:21]([C:23]1[C:28]([F:29])=[CH:27][CH:26]=[CH:25][C:24]=1[F:30])=O. No catalyst specified. The product is [Cl:18][C:11]1[CH:10]=[C:9](/[CH:8]=[C:4]2/[C:5](=[O:7])[N:6]3[CH:20]=[C:21]([C:23]4[C:28]([F:29])=[CH:27][CH:26]=[CH:25][C:24]=4[F:30])[N:1]=[C:2]3[S:3]/2)[CH:14]=[C:13]([O:15][CH3:16])[C:12]=1[OH:17]. The yield is 0.250. (3) The reactants are C([N:8]1[C:13](=[O:14])[C:12]([C:15]2[CH:22]=[CH:21][C:18]([C:19]#[N:20])=[CH:17][CH:16]=2)=[C:11]([C:23]2[CH:28]=[CH:27][C:26]([Cl:29])=[CH:25][CH:24]=2)[CH:10]=[N:9]1)C1C=CC=CC=1.[Al+3].[Cl-].[Cl-].[Cl-]. The catalyst is C1(C)C=CC=CC=1. The product is [Cl:29][C:26]1[CH:25]=[CH:24][C:23]([C:11]2[CH:10]=[N:9][NH:8][C:13](=[O:14])[C:12]=2[C:15]2[CH:16]=[CH:17][C:18]([C:19]#[N:20])=[CH:21][CH:22]=2)=[CH:28][CH:27]=1. The yield is 0.790. (4) The reactants are Br[C:2]1[CH:3]=[C:4]2[CH2:10][C:9]3([CH:15]4[CH2:16][CH2:17][N:12]([CH2:13][CH2:14]4)[CH2:11]3)[O:8][C:5]2=[N:6][CH:7]=1.[C:18]1(C)C=CC=C[C:19]=1P(C1C=CC=CC=1C)C1C=CC=CC=1C.[Cl-].[Li+].C(C([SnH3])=C(CCCC)CCCC)CCC. The catalyst is COCCOC.C(Cl)(Cl)Cl.CO. The product is [CH:18]([C:2]1[CH:3]=[C:4]2[CH2:10][C:9]3([CH:15]4[CH2:16][CH2:17][N:12]([CH2:13][CH2:14]4)[CH2:11]3)[O:8][C:5]2=[N:6][CH:7]=1)=[CH2:19]. The yield is 0.760. (5) The reactants are [NH2:1][CH2:2][C:3]1[C:4]([N:13]([CH3:15])[CH3:14])=[N:5][C:6]([C:9]([F:12])([F:11])[F:10])=[CH:7][CH:8]=1.C1N=CN([C:21](N2C=NC=C2)=[O:22])C=1.[NH2:28][C:29]1[C:34]2[O:35][CH2:36][C:37](=[O:39])[NH:38][C:33]=2[CH:32]=[CH:31][CH:30]=1. The catalyst is C1COCC1.CN(C=O)C. The product is [CH3:14][N:13]([CH3:15])[C:4]1[C:3]([CH2:2][NH:1][C:21]([NH:28][C:29]2[C:34]3[O:35][CH2:36][C:37](=[O:39])[NH:38][C:33]=3[CH:32]=[CH:31][CH:30]=2)=[O:22])=[CH:8][CH:7]=[C:6]([C:9]([F:10])([F:11])[F:12])[N:5]=1. The yield is 0.210. (6) The reactants are CS(O[CH:6]1[CH2:11][CH2:10][N:9]([C:12]([O:14][C:15]([CH3:18])([CH3:17])[CH3:16])=[O:13])[CH2:8][CH2:7]1)(=O)=O.[NH2:19][C:20]1[S:21][C:22]2[CH:28]=[C:27]([SH:29])[CH:26]=[CH:25][C:23]=2[N:24]=1.C(=O)([O-])[O-].[K+].[K+].[BH4-].[Na+]. The catalyst is CC#N.CCO. The product is [NH2:19][C:20]1[S:21][C:22]2[CH:28]=[C:27]([S:29][CH:6]3[CH2:7][CH2:8][N:9]([C:12]([O:14][C:15]([CH3:16])([CH3:17])[CH3:18])=[O:13])[CH2:10][CH2:11]3)[CH:26]=[CH:25][C:23]=2[N:24]=1. The yield is 0.920. (7) The reactants are [Cl:1][C:2]1[C:6]([Cl:7])=[C:5]([CH3:8])[NH:4][C:3]=1[C:9]([OH:11])=O.CN(C(ON1N=NC2C=CC=NC1=2)=[N+](C)C)C.F[P-](F)(F)(F)(F)F.CCN(C(C)C)C(C)C.[C:45]([C:47]1[CH:52]=[CH:51][C:50]([NH2:53])=[CH:49][CH:48]=1)#[CH:46]. The catalyst is CN(C=O)C. The product is [Cl:1][C:2]1[C:6]([Cl:7])=[C:5]([CH3:8])[NH:4][C:3]=1[C:9]([NH:53][C:50]1[CH:51]=[CH:52][C:47]([C:45]#[CH:46])=[CH:48][CH:49]=1)=[O:11]. The yield is 0.460. (8) The reactants are [CH3:1][O:2][C:3]1[CH:4]=[C:5]([CH:20]=[CH:21][CH:22]=1)[O:6][C:7]1[CH:8]=[C:9]([N:13]2[CH2:18][C@@H:17]3[CH2:19][C@H:14]2[CH2:15][NH:16]3)[CH:10]=[N:11][CH:12]=1.[C@H:23]([OH:36])([C@H:31]([OH:35])[C:32]([OH:34])=[O:33])[C@H:24]([OH:30])[C@@H:25]([OH:29])[C:26]([OH:28])=[O:27]. The catalyst is C(O)C.O. The product is [O:27]=[C:26]([OH:28])[C@@H:25]([C@H:24]([C@H:23]([C@@H:31]([C:32]([OH:34])=[O:33])[OH:35])[OH:36])[OH:30])[OH:29].[CH3:1][O:2][C:3]1[CH:4]=[C:5]([CH:20]=[CH:21][CH:22]=1)[O:6][C:7]1[CH:8]=[C:9]([N:13]2[CH2:18][C@@H:17]3[CH2:19][C@H:14]2[CH2:15][NH:16]3)[CH:10]=[N:11][CH:12]=1.[CH3:1][O:2][C:3]1[CH:4]=[C:5]([CH:20]=[CH:21][CH:22]=1)[O:6][C:7]1[CH:8]=[C:9]([N:13]2[CH2:18][C@@H:17]3[CH2:19][C@H:14]2[CH2:15][NH:16]3)[CH:10]=[N:11][CH:12]=1. The yield is 0.650. (9) The reactants are Br[C:2]1[CH:3]=[C:4]([C:9]2([C:20]3[CH:25]=[CH:24][N:23]=[CH:22][CH:21]=3)[C:17]3[C:12](=[C:13]([F:18])[CH:14]=[CH:15][CH:16]=3)[C:11]([NH2:19])=[N:10]2)[CH:5]=[CH:6][C:7]=1[F:8].[N:26]1[CH:31]=[C:30](B(O)O)[CH:29]=[N:28][CH:27]=1. No catalyst specified. The product is [F:18][C:13]1[CH:14]=[CH:15][CH:16]=[C:17]2[C:12]=1[C:11]([NH2:19])=[N:10][C:9]2([C:4]1[CH:5]=[CH:6][C:7]([F:8])=[C:2]([C:30]2[CH:31]=[N:26][CH:27]=[N:28][CH:29]=2)[CH:3]=1)[C:20]1[CH:21]=[CH:22][N:23]=[CH:24][CH:25]=1. The yield is 0.290.